From a dataset of NCI-60 drug combinations with 297,098 pairs across 59 cell lines. Regression. Given two drug SMILES strings and cell line genomic features, predict the synergy score measuring deviation from expected non-interaction effect. (1) Drug 1: C1=CC(=CC=C1CCCC(=O)O)N(CCCl)CCCl. Drug 2: C1C(C(OC1N2C=NC3=C(N=C(N=C32)Cl)N)CO)O. Cell line: SW-620. Synergy scores: CSS=23.8, Synergy_ZIP=-13.8, Synergy_Bliss=-8.92, Synergy_Loewe=-8.61, Synergy_HSA=-7.18. (2) Drug 1: COC1=C(C=C2C(=C1)N=CN=C2NC3=CC(=C(C=C3)F)Cl)OCCCN4CCOCC4. Drug 2: C1=CC(=CC=C1CCC2=CNC3=C2C(=O)NC(=N3)N)C(=O)NC(CCC(=O)O)C(=O)O. Cell line: MCF7. Synergy scores: CSS=36.1, Synergy_ZIP=-2.10, Synergy_Bliss=-1.74, Synergy_Loewe=2.39, Synergy_HSA=3.22. (3) Drug 1: C1C(C(OC1N2C=NC3=C2NC=NCC3O)CO)O. Drug 2: CC1CCCC2(C(O2)CC(NC(=O)CC(C(C(=O)C(C1O)C)(C)C)O)C(=CC3=CSC(=N3)C)C)C. Cell line: HOP-92. Synergy scores: CSS=13.4, Synergy_ZIP=-4.08, Synergy_Bliss=-7.92, Synergy_Loewe=-7.24, Synergy_HSA=-5.10. (4) Drug 1: CNC(=O)C1=CC=CC=C1SC2=CC3=C(C=C2)C(=NN3)C=CC4=CC=CC=N4. Drug 2: CS(=O)(=O)OCCCCOS(=O)(=O)C. Cell line: SW-620. Synergy scores: CSS=19.8, Synergy_ZIP=-3.85, Synergy_Bliss=-4.72, Synergy_Loewe=-12.0, Synergy_HSA=-7.92. (5) Drug 1: CC1=C(C(CCC1)(C)C)C=CC(=CC=CC(=CC(=O)O)C)C. Drug 2: CCCCCOC(=O)NC1=NC(=O)N(C=C1F)C2C(C(C(O2)C)O)O. Cell line: MALME-3M. Synergy scores: CSS=13.5, Synergy_ZIP=-4.48, Synergy_Bliss=0.629, Synergy_Loewe=-3.71, Synergy_HSA=-0.676.